The task is: Predict the product of the given reaction.. This data is from Forward reaction prediction with 1.9M reactions from USPTO patents (1976-2016). Given the reactants Cl[CH:2]1[CH2:7][CH2:6][CH2:5][CH2:4][C:3]1=O.[C:9]([NH2:12])(=[S:11])[CH3:10], predict the reaction product. The product is: [CH3:10][C:9]1[S:11][C:2]2[CH2:7][CH2:6][CH2:5][CH2:4][C:3]=2[N:12]=1.